From a dataset of Forward reaction prediction with 1.9M reactions from USPTO patents (1976-2016). Predict the product of the given reaction. (1) Given the reactants [CH:1](=[C:8]1[NH:12][C:11](=[O:13])[C:10]([N:14]=[O:15])=[C:9]1OC)[C:2]1[CH:7]=[CH:6][CH:5]=[CH:4][CH:3]=1.[CH2:18]([NH2:25])[C:19]1[CH:24]=[CH:23][CH:22]=[CH:21][CH:20]=1, predict the reaction product. The product is: [CH2:18]([NH:25][C:9]1[C:8](=[CH:1][C:2]2[CH:7]=[CH:6][CH:5]=[CH:4][CH:3]=2)[NH:12][C:11](=[O:13])[C:10]=1[N:14]=[O:15])[C:19]1[CH:24]=[CH:23][CH:22]=[CH:21][CH:20]=1. (2) The product is: [Cl:18][C:19]1[CH:20]=[CH:21][C:22]([N:25]2[CH2:30][CH2:29][N:28]([CH2:2][CH2:3][CH2:4][CH2:5][C:6]3([CH2:16][CH3:17])[C:14]4[C:9](=[CH:10][CH:11]=[CH:12][CH:13]=4)[NH:8][C:7]3=[O:15])[CH2:27][CH2:26]2)=[CH:23][CH:24]=1. Given the reactants Cl[CH2:2][CH2:3][CH2:4][CH2:5][C:6]1([CH2:16][CH3:17])[C:14]2[C:9](=[CH:10][CH:11]=[CH:12][CH:13]=2)[NH:8][C:7]1=[O:15].[Cl:18][C:19]1[CH:24]=[CH:23][C:22]([N:25]2[CH2:30][CH2:29][NH:28][CH2:27][CH2:26]2)=[CH:21][CH:20]=1, predict the reaction product. (3) Given the reactants C[O:2][C:3](=[O:41])[C:4]1[CH:9]=[CH:8][C:7]([C:10]2[N:11]=[C:12]([C:29]3[CH:34]=[CH:33][CH:32]=[C:31]([CH2:35][CH2:36][CH2:37][CH2:38][CH2:39][CH3:40])[CH:30]=3)[N:13]([CH3:28])[C:14]=2[C:15]([N:17]2[CH2:22][CH2:21][CH:20]([N:23]3[CH2:27][CH2:26][CH2:25][CH2:24]3)[CH2:19][CH2:18]2)=[O:16])=[CH:6][CH:5]=1.[OH-].[Li+], predict the reaction product. The product is: [CH2:35]([C:31]1[CH:30]=[C:29]([C:12]2[N:13]([CH3:28])[C:14]([C:15]([N:17]3[CH2:18][CH2:19][CH:20]([N:23]4[CH2:24][CH2:25][CH2:26][CH2:27]4)[CH2:21][CH2:22]3)=[O:16])=[C:10]([C:7]3[CH:8]=[CH:9][C:4]([C:3]([OH:41])=[O:2])=[CH:5][CH:6]=3)[N:11]=2)[CH:34]=[CH:33][CH:32]=1)[CH2:36][CH2:37][CH2:38][CH2:39][CH3:40]. (4) Given the reactants [Cl:1][C:2]1[CH:11]=[CH:10][CH:9]=[C:8]2[C:3]=1[C:4]([F:13])([F:12])[CH2:5][NH:6][CH2:7]2.[O:14](C(OC(C)(C)C)=O)[C:15]([O:17][C:18]([CH3:21])([CH3:20])[CH3:19])=O, predict the reaction product. The product is: [Cl:1][C:2]1[CH:11]=[CH:10][CH:9]=[C:8]2[C:3]=1[C:4]([F:12])([F:13])[CH2:5][N:6]([C:15]([O:17][C:18]([CH3:21])([CH3:20])[CH3:19])=[O:14])[CH2:7]2.